Dataset: Catalyst prediction with 721,799 reactions and 888 catalyst types from USPTO. Task: Predict which catalyst facilitates the given reaction. (1) Reactant: [O:1]=[C:2]([NH:5][CH2:6][C:7]([F:10])([F:9])[F:8])[CH2:3][NH3+:4].FC(F)(F)C([O-])=O.CCN(CC)CC.[Cl:25][C:26]1[CH:27]=[C:28]([C@@:33]2([C:48]([F:51])([F:50])[F:49])[CH:37]=[N:36][N:35]([C:38]3[CH:46]=[CH:45][C:41]([C:42](Cl)=[O:43])=[C:40]([CH3:47])[CH:39]=3)[CH2:34]2)[CH:29]=[C:30]([Cl:32])[CH:31]=1. Product: [Cl:25][C:26]1[CH:27]=[C:28]([C:33]2([C:48]([F:50])([F:49])[F:51])[CH:37]=[N:36][N:35]([C:38]3[CH:46]=[CH:45][C:41]([C:42]([NH:4][CH2:3][C:2](=[O:1])[NH:5][CH2:6][C:7]([F:10])([F:9])[F:8])=[O:43])=[C:40]([CH3:47])[CH:39]=3)[CH2:34]2)[CH:29]=[C:30]([Cl:32])[CH:31]=1. The catalyst class is: 2. (2) Reactant: [H-].[Na+].[CH3:3][NH:4][C:5]([C:7]1[CH:12]=[CH:11][C:10]([C:13]2[CH:18]=[C:17]([Cl:19])[CH:16]=[C:15]([Cl:20])[C:14]=2[Cl:21])=[C:9]([NH2:22])[N:8]=1)=S.[CH3:23]I.[CH2:25]([NH2:27])[CH3:26]. Product: [NH2:22][C:9]1[N:8]=[C:7]([C:5]([NH:27][CH2:25][CH3:26])=[N:4][CH2:3][CH3:23])[CH:12]=[CH:11][C:10]=1[C:13]1[CH:18]=[C:17]([Cl:19])[CH:16]=[C:15]([Cl:20])[C:14]=1[Cl:21]. The catalyst class is: 7.